Dataset: Reaction yield outcomes from USPTO patents with 853,638 reactions. Task: Predict the reaction yield, written as a fraction of the theoretical maximum amount of product (1.0 means a 100% yield; for example, 0.34 means a 34% yield). (1) The reactants are I[CH2:2][C:3]1([C:16]([O:18][CH2:19][CH3:20])=[O:17])[CH2:8][CH2:7][N:6]([C:9]([O:11][C:12]([CH3:15])([CH3:14])[CH3:13])=[O:10])[CH2:5][CH2:4]1.[CH2:21]([O:25][C:26]1[CH:31]=[CH:30][C:29]([SH:32])=[CH:28][CH:27]=1)[C:22]#[C:23][CH3:24].C([O-])([O-])=O.[K+].[K+]. The catalyst is CN(C=O)C.CCOC(C)=O. The product is [CH2:21]([O:25][C:26]1[CH:27]=[CH:28][C:29]([S:32][CH2:2][C:3]2([C:16]([O:18][CH2:19][CH3:20])=[O:17])[CH2:8][CH2:7][N:6]([C:9]([O:11][C:12]([CH3:15])([CH3:14])[CH3:13])=[O:10])[CH2:5][CH2:4]2)=[CH:30][CH:31]=1)[C:22]#[C:23][CH3:24]. The yield is 0.990. (2) The reactants are [N:1]1[C:9]2[CH2:8][CH2:7][N:6](C(OCC)=O)[CH2:5][C:4]=2[S:3][C:2]=1[C:15]([O:17]CC)=[O:16].[ClH:20]. The catalyst is [OH-].[K+]. The product is [ClH:20].[N:1]1[C:9]2[CH2:8][CH2:7][NH:6][CH2:5][C:4]=2[S:3][C:2]=1[C:15]([OH:17])=[O:16]. The yield is 0.600. (3) The reactants are [CH3:1][NH:2][CH2:3][C:4]1[N:5]([CH3:13])[C:6]2[C:11]([CH:12]=1)=[CH:10][CH:9]=[CH:8][CH:7]=2.CNCC1C=CC2C(=CC=CC=2)C=1CCC.[ClH:30].[CH3:31][O:32][C:33]1[CH:56]=[CH:55][C:36]([CH2:37][N:38]2[CH2:44][C:43]3[CH:45]=[C:46](/[CH:49]=[CH:50]/[C:51]([OH:53])=O)[CH:47]=[N:48][C:42]=3[NH:41][C:40](=[O:54])[CH2:39]2)=[CH:35][CH:34]=1.Cl.CN1CC2C=C(/C=C/C(O)=O)C=NC=2NC(=O)C1. No catalyst specified. The product is [ClH:30].[CH3:31][O:32][C:33]1[CH:34]=[CH:35][C:36]([CH2:37][N:38]2[CH2:44][C:43]3[CH:45]=[C:46](/[CH:49]=[CH:50]/[C:51]([N:2]([CH3:1])[CH2:3][C:4]4[N:5]([CH3:13])[C:6]5[C:11]([CH:12]=4)=[CH:10][CH:9]=[CH:8][CH:7]=5)=[O:53])[CH:47]=[N:48][C:42]=3[NH:41][C:40](=[O:54])[CH2:39]2)=[CH:55][CH:56]=1. The yield is 0.830. (4) The reactants are Br[C:2]1[S:3][C:4](Br)=[CH:5][C:6]=1[Br:7].[CH3:9][O:10][C:11]1[CH:16]=[CH:15][C:14](B(O)O)=[CH:13][CH:12]=1.[C:20](=[O:23])([O-])[O-].[Na+].[Na+].C(Cl)(Cl)Cl. The catalyst is C1COCC1.O.C1C=CC([P]([Pd]([P](C2C=CC=CC=2)(C2C=CC=CC=2)C2C=CC=CC=2)([P](C2C=CC=CC=2)(C2C=CC=CC=2)C2C=CC=CC=2)[P](C2C=CC=CC=2)(C2C=CC=CC=2)C2C=CC=CC=2)(C2C=CC=CC=2)C2C=CC=CC=2)=CC=1.CCOC(C)=O. The product is [Br:7][C:6]1[CH:5]=[C:4]([C:14]2[CH:15]=[CH:16][C:11]([O:10][CH3:9])=[CH:12][CH:13]=2)[S:3][C:2]=1[C:11]1[CH:16]=[CH:15][C:14]([O:23][CH3:20])=[CH:13][CH:12]=1. The yield is 0.650. (5) The reactants are Br[CH2:2][C:3]1[C:8]([N+:9]([O-:11])=[O:10])=[CH:7][CH:6]=[CH:5][N:4]=1.[Cl:12][C:13]1[CH:18]=[CH:17][C:16]([OH:19])=[CH:15][CH:14]=1. No catalyst specified. The product is [Cl:12][C:13]1[CH:18]=[CH:17][C:16]([O:19][CH2:2][C:3]2[C:8]([N+:9]([O-:11])=[O:10])=[CH:7][CH:6]=[CH:5][N:4]=2)=[CH:15][CH:14]=1. The yield is 0.900.